From a dataset of Catalyst prediction with 721,799 reactions and 888 catalyst types from USPTO. Predict which catalyst facilitates the given reaction. (1) Reactant: [O:1]=[C:2]([NH:17][C@@H:18]1[CH2:22][CH2:21][NH:20][CH2:19]1)[CH2:3][NH:4][C:5](=[O:16])[C:6]1[CH:11]=[CH:10][CH:9]=[C:8]([C:12]([F:15])([F:14])[F:13])[CH:7]=1.O=[C:24]1[CH2:28][CH2:27][N:26]([C:29]([O:31][CH2:32][C:33]2[CH:38]=[CH:37][CH:36]=[CH:35][CH:34]=2)=[O:30])[CH2:25]1.C(O[BH-](OC(=O)C)OC(=O)C)(=O)C.[Na+].C([O-])(O)=O.[Na+]. Product: [F:13][C:12]([F:14])([F:15])[C:8]1[CH:7]=[C:6]([CH:11]=[CH:10][CH:9]=1)[C:5]([NH:4][CH2:3][C:2]([NH:17][C@@H:18]1[CH2:22][CH2:21][N:20]([CH:28]2[CH2:24][CH2:25][N:26]([C:29]([O:31][CH2:32][C:33]3[CH:38]=[CH:37][CH:36]=[CH:35][CH:34]=3)=[O:30])[CH2:27]2)[CH2:19]1)=[O:1])=[O:16]. The catalyst class is: 138. (2) Reactant: F.N1C=CC=CC=1.[Si]([O:15][CH:16]([C:18]1[CH:19]=[C:20]2[C:25](=[N:26][C:27]=1[CH:28]([O:31][CH3:32])[O:29][CH3:30])[N:24]([C:33]([NH:35][C:36]1[CH:41]=[C:40]([NH:42][CH2:43][CH2:44][O:45][CH3:46])[C:39]([C:47]#[N:48])=[CH:38][N:37]=1)=[O:34])[CH2:23][CH2:22][CH2:21]2)[CH3:17])(C(C)(C)C)(C)C.C([O-])(O)=O.[Na+].C(Cl)Cl. Product: [C:47]([C:39]1[C:40]([NH:42][CH2:43][CH2:44][O:45][CH3:46])=[CH:41][C:36]([NH:35][C:33]([N:24]2[C:25]3[C:20](=[CH:19][C:18]([CH:16]([OH:15])[CH3:17])=[C:27]([CH:28]([O:31][CH3:32])[O:29][CH3:30])[N:26]=3)[CH2:21][CH2:22][CH2:23]2)=[O:34])=[N:37][CH:38]=1)#[N:48]. The catalyst class is: 1. (3) Reactant: [NH2:1][C:2]1[CH:23]=[CH:22][C:5]2[S:6][CH2:7][CH2:8][N:9]([CH2:10][CH2:11][N:12]([CH2:20][CH3:21])[C:13](=[O:19])[O:14][C:15]([CH3:18])([CH3:17])[CH3:16])[C:4]=2[CH:3]=1.I.[S:25]1[CH:29]=[CH:28][CH:27]=[C:26]1[C:30](SC)=[NH:31]. The catalyst class is: 162. Product: [CH2:20]([N:12]([CH2:11][CH2:10][N:9]1[CH2:8][CH2:7][S:6][C:5]2[CH:22]=[CH:23][C:2]([NH:1][C:30]([C:26]3[S:25][CH:29]=[CH:28][CH:27]=3)=[NH:31])=[CH:3][C:4]1=2)[C:13](=[O:19])[O:14][C:15]([CH3:18])([CH3:17])[CH3:16])[CH3:21]. (4) Reactant: C[O:2][C:3](=O)[C:4]1[CH:9]=[CH:8][CH:7]=[CH:6][C:5]=1[S:10]([CH3:13])(=[O:12])=[O:11].[Li+].[BH4-].Cl. Product: [CH3:13][S:10]([C:5]1[CH:6]=[CH:7][CH:8]=[CH:9][C:4]=1[CH2:3][OH:2])(=[O:11])=[O:12]. The catalyst class is: 1. (5) The catalyst class is: 2. Product: [C:1]([CH2:3][C:4]1[CH:5]=[CH:6][C:7]([CH2:8][C:9]2([CH2:15][N:16]([C@@H:23]3[CH2:25][C@H:24]3[C:26]3[CH:31]=[CH:30][CH:29]=[CH:28][CH:27]=3)[C:17](=[O:22])[C:18]([F:20])([F:21])[F:19])[CH2:14][CH2:13][N:12]([CH2:34][C:36]3([C:40]([O:42][CH3:43])=[O:41])[CH2:39][CH2:38][CH2:37]3)[CH2:11][CH2:10]2)=[CH:32][CH:33]=1)#[N:2]. Reactant: [C:1]([CH2:3][C:4]1[CH:33]=[CH:32][C:7]([CH2:8][C:9]2([CH2:15][N:16]([C@@H:23]3[CH2:25][C@H:24]3[C:26]3[CH:31]=[CH:30][CH:29]=[CH:28][CH:27]=3)[C:17](=[O:22])[C:18]([F:21])([F:20])[F:19])[CH2:14][CH2:13][NH:12][CH2:11][CH2:10]2)=[CH:6][CH:5]=1)#[N:2].[CH:34]([C:36]1([C:40]([O:42][CH3:43])=[O:41])[CH2:39][CH2:38][CH2:37]1)=O.C(O)(=O)C.C(O[BH-](OC(=O)C)OC(=O)C)(=O)C.[Na+]. (6) Reactant: [CH3:1][O:2][C:3]1[CH:4]=[C:5]2[C:9](=[CH:10][CH:11]=1)[NH:8][C:7]([C:12]([O:14][CH2:15][CH3:16])=[O:13])=[CH:6]2.[Cl-].C[CH:19]=[N+:20]=[CH:21]C.[CH2:23](Cl)Cl. Product: [CH3:19][N:20]([CH2:21][C:6]1[C:5]2[C:9](=[CH:10][CH:11]=[C:3]([O:2][CH3:1])[CH:4]=2)[NH:8][C:7]=1[C:12]([O:14][CH2:15][CH3:16])=[O:13])[CH3:23]. The catalyst class is: 27. (7) Reactant: Cl[CH2:2][CH:3]1[CH:5]([C:6]([O:8]CC)=O)[C:4]1([CH3:20])[C:11]1[CH:16]=[CH:15][CH:14]=[C:13]([N+:17]([O-:19])=[O:18])[CH:12]=1.C(=O)([O-])O.[Na+].[C:26]1([CH2:32][CH2:33][CH2:34][NH2:35])[CH:31]=[CH:30][CH:29]=[CH:28][CH:27]=1. Product: [CH3:20][C:4]1([C:11]2[CH:16]=[CH:15][CH:14]=[C:13]([N+:17]([O-:19])=[O:18])[CH:12]=2)[CH:5]2[CH:3]1[CH2:2][N:35]([CH2:34][CH2:33][CH2:32][C:26]1[CH:31]=[CH:30][CH:29]=[CH:28][CH:27]=1)[C:6]2=[O:8]. The catalyst class is: 9.